This data is from CYP2C9 inhibition data for predicting drug metabolism from PubChem BioAssay. The task is: Regression/Classification. Given a drug SMILES string, predict its absorption, distribution, metabolism, or excretion properties. Task type varies by dataset: regression for continuous measurements (e.g., permeability, clearance, half-life) or binary classification for categorical outcomes (e.g., BBB penetration, CYP inhibition). Dataset: cyp2c9_veith. (1) The compound is CCOc1cc(CNCCO)c(Cl)cc1OCC(=O)NCCc1ccccc1. The result is 0 (non-inhibitor). (2) The compound is C[C@H](N)C1CCC(C(=O)Nc2ccncc2)CC1. The result is 0 (non-inhibitor). (3) The drug is COc1cccc(NC(=O)c2cc(-c3cccnc3)nc3c(Cl)cccc23)c1. The result is 1 (inhibitor). (4) The molecule is C=CCNC(=O)/C(=C\C=C\c1ccccc1)NC(=O)c1ccc(OCCCC)cc1. The result is 1 (inhibitor). (5) The molecule is COc1cccc(/C=N\NC(=O)c2cc(OCC(F)(F)F)ccc2OCC(F)(F)F)c1. The result is 0 (non-inhibitor). (6) The compound is COc1ccc(/C(C#N)=C/c2c(-c3ccc(Cl)cc3)nc3c(C)cccn23)cc1. The result is 1 (inhibitor). (7) The drug is Cc1cc(OCC(=O)O)c(Cl)cc1Cl. The result is 0 (non-inhibitor).